From a dataset of Full USPTO retrosynthesis dataset with 1.9M reactions from patents (1976-2016). Predict the reactants needed to synthesize the given product. Given the product [CH3:1][CH2:2][O:3][C:4]([C:6]1[CH:7]=[CH:8][C:9]([NH2:12])=[CH:10][CH:11]=1)=[O:5], predict the reactants needed to synthesize it. The reactants are: [CH3:1][CH2:2][O:3][C:4]([C:6]1[CH:7]=[CH:8][C:9]([N:12](CC(O)C)CC(O)C)=[CH:10][CH:11]=1)=[O:5].CCCCC(COC(C1C=CC(N(C)C)=CC=1)=O)CC.